This data is from Forward reaction prediction with 1.9M reactions from USPTO patents (1976-2016). The task is: Predict the product of the given reaction. (1) Given the reactants C[O:2][C:3]([C:5]1[N:6]=[CH:7][N:8]([CH2:10][C:11]2[CH:16]=[CH:15][C:14]([CH2:17][N:18]3[CH:22]=[CH:21][CH:20]=[N:19]3)=[CH:13][CH:12]=2)[CH:9]=1)=[O:4], predict the reaction product. The product is: [N:18]1([CH2:17][C:14]2[CH:15]=[CH:16][C:11]([CH2:10][N:8]3[CH:9]=[C:5]([C:3]([OH:4])=[O:2])[N:6]=[CH:7]3)=[CH:12][CH:13]=2)[CH:22]=[CH:21][CH:20]=[N:19]1. (2) Given the reactants C(OC(=O)[NH:7][CH:8]([C:16](=[O:38])[NH:17][C@@H:18]([CH2:31][C:32]1[CH:37]=[CH:36][CH:35]=[CH:34][CH:33]=1)[CH:19]([C:21](=[O:30])[NH:22][CH2:23]C1C=CC=CC=1)[OH:20])[CH2:9][CH:10]1[CH2:15][CH2:14][O:13][CH2:12][CH2:11]1)(C)(C)C.[C:40](O)([C:42](F)(F)F)=O.[CH2:47]([O:54][C:55]([NH:57][C@@H:58]([CH3:62])[C:59]([OH:61])=O)=[O:56])[C:48]1[CH:53]=[CH:52][CH:51]=[CH:50][CH:49]=1.CN(C(ON1N=N[C:73]2[CH:74]=[CH:75]C=N[C:72]1=2)=[N+](C)C)C.F[P-](F)(F)(F)(F)F.C(N(CC)C(C)C)(C)C, predict the reaction product. The product is: [CH2:47]([O:54][C:55](=[O:56])[NH:57][C@H:58]([C:59](=[O:61])[NH:7][CH:8]([C:16](=[O:38])[NH:17][C@@H:18]([CH2:31][C:32]1[CH:37]=[CH:36][CH:35]=[CH:34][CH:33]=1)[CH:19]([C:21](=[O:30])[NH:22][CH2:23][C:42]1[CH:40]=[CH:75][CH:74]=[CH:73][CH:72]=1)[OH:20])[CH2:9][CH:10]1[CH2:15][CH2:14][O:13][CH2:12][CH2:11]1)[CH3:62])[C:48]1[CH:49]=[CH:50][CH:51]=[CH:52][CH:53]=1. (3) Given the reactants [C:1]([O:5][C:6]([CH2:8][C:9]1[C:10]([CH3:31])=[N:11][C:12]2[N:13]([CH:23]=[C:24]([C:26]([O:28]CC)=[O:27])[N:25]=2)[C:14]=1[C:15]1[CH:20]=[CH:19][C:18]([Cl:21])=[CH:17][C:16]=1[Cl:22])=[O:7])([CH3:4])([CH3:3])[CH3:2].O[Li].O, predict the reaction product. The product is: [C:1]([O:5][C:6]([CH2:8][C:9]1[C:10]([CH3:31])=[N:11][C:12]2[N:13]([CH:23]=[C:24]([C:26]([OH:28])=[O:27])[N:25]=2)[C:14]=1[C:15]1[CH:20]=[CH:19][C:18]([Cl:21])=[CH:17][C:16]=1[Cl:22])=[O:7])([CH3:4])([CH3:3])[CH3:2]. (4) Given the reactants [CH3:1][O:2][C:3]1[CH:11]=[C:10]2[C:6]([C:7]([CH:12]([CH2:17][CH3:18])[C:13]([O:15]C)=[O:14])=[CH:8][CH2:9]2)=[CH:5][CH:4]=1.[OH-].[K+], predict the reaction product. The product is: [CH3:1][O:2][C:3]1[CH:11]=[C:10]2[C:6]([C:7]([CH:12]([CH2:17][CH3:18])[C:13]([OH:15])=[O:14])=[CH:8][CH2:9]2)=[CH:5][CH:4]=1.